Dataset: Catalyst prediction with 721,799 reactions and 888 catalyst types from USPTO. Task: Predict which catalyst facilitates the given reaction. (1) Reactant: [Cl:1][C:2]1[CH:7]=[CH:6][C:5]([N:8]2[C:12]([CH2:13][CH:14]([CH3:16])[CH3:15])=[CH:11][CH:10]=[C:9]2[CH:17]=[CH:18][C:19]([O:21][CH3:22])=[O:20])=[C:4]([C:23](=[O:34])[C:24]2[CH:29]=[CH:28][CH:27]=[C:26]([O:30][CH3:31])[C:25]=2[O:32][CH3:33])[CH:3]=1.[BH4-].[Na+]. Product: [Cl:1][C:2]1[CH:7]=[CH:6][C:5]([N:8]2[C:12]([CH2:13][CH:14]([CH3:16])[CH3:15])=[CH:11][CH:10]=[C:9]2[CH:17]=[CH:18][C:19]([O:21][CH3:22])=[O:20])=[C:4]([CH:23]([C:24]2[CH:29]=[CH:28][CH:27]=[C:26]([O:30][CH3:31])[C:25]=2[O:32][CH3:33])[OH:34])[CH:3]=1. The catalyst class is: 5. (2) Reactant: [CH3:1][N:2]1[C:6]2=[N:7][C:8]([NH:15][CH2:16][C:17](O)=[O:18])=[CH:9][C:10]([C:11]([F:14])([F:13])[F:12])=[C:5]2[C:4]([C:20]2[CH:25]=[CH:24][CH:23]=[CH:22][CH:21]=2)=[N:3]1.CC(C)N=C=NC(C)C.C1C=CC2N(O)N=NC=2C=1.[CH3:45][C@H:46]([NH2:53])[C:47]1[CH:52]=[CH:51][CH:50]=[CH:49][CH:48]=1. The catalyst class is: 1. Product: [CH3:1][N:2]1[C:6]2=[N:7][C:8]([NH:15][CH2:16][C:17]([NH:53][C@H:46]([C:47]3[CH:52]=[CH:51][CH:50]=[CH:49][CH:48]=3)[CH3:45])=[O:18])=[CH:9][C:10]([C:11]([F:12])([F:13])[F:14])=[C:5]2[C:4]([C:20]2[CH:25]=[CH:24][CH:23]=[CH:22][CH:21]=2)=[N:3]1. (3) Reactant: P(OCC)(OCC)(OCC)=O.O=P12OP3(OP(OP(O3)(O1)=O)(=O)O2)=O.[C:26]1(=[O:33])[CH2:31][CH2:30][CH2:29][C:28](=O)[CH2:27]1.[CH2:34]([S:36]([C:39]1[CH:40]=[C:41]([CH:44]=[CH:45][C:46]=1[CH:47]=O)[C:42]#[N:43])(=[O:38])=[O:37])[CH3:35].[F:49][C:50]([F:62])([F:61])[C:51]1[CH:52]=[C:53]([NH:57][C:58]([NH2:60])=[O:59])[CH:54]=[CH:55][CH:56]=1. Product: [O:59]=[C:58]1[NH:60][CH:47]([C:46]2[CH:45]=[CH:44][C:41]([C:42]#[N:43])=[CH:40][C:39]=2[S:36]([CH2:34][CH3:35])(=[O:37])=[O:38])[C:27]2[C:26](=[O:33])[CH2:31][CH2:30][CH2:29][C:28]=2[N:57]1[C:53]1[CH:54]=[CH:55][CH:56]=[C:51]([C:50]([F:49])([F:61])[F:62])[CH:52]=1. The catalyst class is: 310. (4) Reactant: [CH:1]([N:4]1[CH2:9][CH2:8][CH:7]([O:10][C:11]2[CH:12]=[CH:13][C:14]3[O:18][C:17]([C:19]([OH:21])=O)=[CH:16][C:15]=3[CH:22]=2)[CH2:6][CH2:5]1)([CH3:3])[CH3:2].[NH:23]1[CH2:28][CH2:27][S:26](=[O:30])(=[O:29])[CH2:25][CH2:24]1.F[P-](F)(F)(F)(F)F.N1(O[P+](N(C)C)(N(C)C)N(C)C)C2C=CC=CC=2N=N1.C(N(C(C)C)C(C)C)C. Product: [O:29]=[S:26]1(=[O:30])[CH2:27][CH2:28][N:23]([C:19]([C:17]2[O:18][C:14]3[CH:13]=[CH:12][C:11]([O:10][CH:7]4[CH2:8][CH2:9][N:4]([CH:1]([CH3:2])[CH3:3])[CH2:5][CH2:6]4)=[CH:22][C:15]=3[CH:16]=2)=[O:21])[CH2:24][CH2:25]1. The catalyst class is: 1. (5) Reactant: [ClH:1].[NH:2]1[CH2:5][CH:4]([OH:6])[CH2:3]1.C(N(CC)CC)C.Cl[C:15]1[C:20]([C:21]([O:23][CH3:24])=[O:22])=[CH:19][CH:18]=[CH:17][N:16]=1. Product: [Cl:1][C:18]1[CH:17]=[N:16][C:15]([N:2]2[CH2:5][CH:4]([OH:6])[CH2:3]2)=[C:20]([CH:19]=1)[C:21]([O:23][CH3:24])=[O:22]. The catalyst class is: 5. (6) Reactant: [C:1]1([C:7]2[N:8]=[C:9](/[CH:16]=[CH:17]/[C:18]3[CH:23]=[CH:22][CH:21]=[CH:20][CH:19]=3)[O:10][C:11]=2[CH2:12][CH2:13][C:14]#N)[CH:6]=[CH:5][CH:4]=[CH:3][CH:2]=1.[OH-:24].[Na+].[OH2:26].Cl. Product: [C:1]1([C:7]2[N:8]=[C:9](/[CH:16]=[CH:17]/[C:18]3[CH:23]=[CH:22][CH:21]=[CH:20][CH:19]=3)[O:10][C:11]=2[CH2:12][CH2:13][C:14]([OH:26])=[O:24])[CH:6]=[CH:5][CH:4]=[CH:3][CH:2]=1. The catalyst class is: 8. (7) Reactant: [C:1]([C:5]1[CH:10]=[CH:9][C:8]([C:11]2[N:15]([CH3:16])[N:14]=[C:13]([C:17]([C:32]3[CH:37]=[CH:36][CH:35]=[CH:34][CH:33]=3)=[N:18][NH:19][C:20]([C:22]3[CH:31]=[CH:30][C:25]([C:26]([O:28]C)=[O:27])=[CH:24][CH:23]=3)=[O:21])[C:12]=2[OH:38])=[CH:7][CH:6]=1)([CH3:4])([CH3:3])[CH3:2].CO.[OH-].[Na+].Cl. Product: [C:1]([C:5]1[CH:6]=[CH:7][C:8]([C:11]2[N:15]([CH3:16])[N:14]=[C:13]([C:17]([C:32]3[CH:33]=[CH:34][CH:35]=[CH:36][CH:37]=3)=[N:18][NH:19][C:20]([C:22]3[CH:23]=[CH:24][C:25]([C:26]([OH:28])=[O:27])=[CH:30][CH:31]=3)=[O:21])[C:12]=2[OH:38])=[CH:9][CH:10]=1)([CH3:4])([CH3:2])[CH3:3]. The catalyst class is: 6.